Predict the product of the given reaction. From a dataset of Forward reaction prediction with 1.9M reactions from USPTO patents (1976-2016). (1) Given the reactants Br[C:2]1[O:10][C:9]2[CH:8]=[CH:7][N:6]([C:11]3[CH:23]=[CH:22][C:14]([O:15][CH2:16][C:17]4([C:20]#[N:21])[CH2:19][CH2:18]4)=[C:13]([O:24][CH3:25])[CH:12]=3)[C:5](=[O:26])[C:4]=2[CH:3]=1.[F:27][C:28]1[CH:33]=[CH:32][CH:31]=[CH:30][C:29]=1B(O)O.C(=O)([O-])[O-].[K+].[K+].COCCOC, predict the reaction product. The product is: [F:27][C:28]1[CH:33]=[CH:32][CH:31]=[CH:30][C:29]=1[C:2]1[O:10][C:9]2[CH:8]=[CH:7][N:6]([C:11]3[CH:23]=[CH:22][C:14]([O:15][CH2:16][C:17]4([C:20]#[N:21])[CH2:19][CH2:18]4)=[C:13]([O:24][CH3:25])[CH:12]=3)[C:5](=[O:26])[C:4]=2[CH:3]=1. (2) The product is: [CH2:21]([O:20][C:19]1[CH:18]=[CH:17][N:16]=[CH:15][C:14]=1[NH2:11])[CH2:22][CH2:23][CH:24]=[CH2:25]. Given the reactants [N+](C1C=NC=CC=1O)([O-])=O.[N+:11]([C:14]1[CH:15]=[N:16][CH:17]=[CH:18][C:19]=1[O:20][CH2:21][CH2:22][CH2:23][CH:24]=[CH2:25])([O-])=O, predict the reaction product. (3) Given the reactants [CH3:1][O:2][C:3]1[CH:4]=[C:5]([CH:10]=[CH:11][C:12]=1[N+:13]([O-:15])=[O:14])[C:6]([NH:8][NH2:9])=[O:7].[Cl:16][CH2:17][C:18](Cl)=[O:19], predict the reaction product. The product is: [Cl:16][CH2:17][C:18]([NH:9][NH:8][C:6](=[O:7])[C:5]1[CH:10]=[CH:11][C:12]([N+:13]([O-:15])=[O:14])=[C:3]([O:2][CH3:1])[CH:4]=1)=[O:19]. (4) Given the reactants [CH:1]([N:4]([CH3:27])[C:5]1[C:6](OS(C(F)(F)F)(=O)=O)=[N:7][C:8]2[C:13]([N:14]=1)=[CH:12][C:11]([C:15]([O:17][CH3:18])=[O:16])=[CH:10][CH:9]=2)([CH3:3])[CH3:2].[N+:28]([C:31]1[CH:37]=[C:36](B2OC(C)(C)C(C)(C)O2)[CH:35]=[CH:34][C:32]=1[NH2:33])([O-:30])=[O:29].C([O-])([O-])=O.[Na+].[Na+].O, predict the reaction product. The product is: [NH2:33][C:32]1[CH:34]=[CH:35][C:36]([C:6]2[C:5]([N:4]([CH:1]([CH3:3])[CH3:2])[CH3:27])=[N:14][C:13]3[C:8](=[CH:9][CH:10]=[C:11]([C:15]([O:17][CH3:18])=[O:16])[CH:12]=3)[N:7]=2)=[CH:37][C:31]=1[N+:28]([O-:30])=[O:29]. (5) Given the reactants C(NC(C)C)(C)C.C([Li])CCC.[C:13]([N:16]1[CH2:21][CH2:20][CH2:19][C:18](=[O:22])[CH2:17]1)(=[O:15])[CH3:14].[F:23][C:24]([F:43])([F:42])[S:25](N(C1C=CC=CC=1)[S:25]([C:24]([F:43])([F:42])[F:23])(=[O:27])=[O:26])(=[O:27])=[O:26], predict the reaction product. The product is: [F:23][C:24]([F:43])([F:42])[S:25]([O:22][C:18]1[CH2:19][CH2:20][CH2:21][N:16]([C:13](=[O:15])[CH3:14])[CH:17]=1)(=[O:27])=[O:26]. (6) Given the reactants [Br:1][C:2]1[CH:7]=[CH:6][C:5]([C:8](=O)[CH2:9][N:10]2[CH2:15][CH2:14][O:13][CH2:12][CH2:11]2)=[CH:4][C:3]=1[F:17].CN.C(O)(=O)C.[BH3-][C:25]#[N:26].[Na+], predict the reaction product. The product is: [Br:1][C:2]1[CH:7]=[CH:6][C:5]([CH:8]([NH:26][CH3:25])[CH2:9][N:10]2[CH2:15][CH2:14][O:13][CH2:12][CH2:11]2)=[CH:4][C:3]=1[F:17]. (7) Given the reactants [C:1]([C:3]1[CH:8]=[CH:7][C:6]([C:9]2[C:10]([C:15]([O:17][C:18]([CH3:21])([CH3:20])[CH3:19])=[O:16])=[CH:11][NH:12][C:13]=2[CH3:14])=[CH:5][CH:4]=1)#[N:2].[I:22]N1C(=O)CCC1=O.[Cl-].[Na+], predict the reaction product. The product is: [C:1]([C:3]1[CH:4]=[CH:5][C:6]([C:9]2[C:10]([C:15]([O:17][C:18]([CH3:21])([CH3:20])[CH3:19])=[O:16])=[C:11]([I:22])[NH:12][C:13]=2[CH3:14])=[CH:7][CH:8]=1)#[N:2].